Dataset: Catalyst prediction with 721,799 reactions and 888 catalyst types from USPTO. Task: Predict which catalyst facilitates the given reaction. (1) Reactant: [N:1]1[C:10]2[C:5](=[CH:6][CH:7]=[C:8]([O:11][C:12]3[N:17]=[CH:16][N:15]=[C:14]([C:18]4[CH:23]=[CH:22][C:21]([C:24]([F:27])([F:26])[F:25])=[CH:20][C:19]=4OS(C(F)(F)F)(=O)=O)[CH:13]=3)[CH:9]=2)[CH:4]=[CH:3][CH:2]=1.[F:36][C:37]1[CH:42]=[CH:41][C:40](B(O)O)=[CH:39][CH:38]=1.[O-]P([O-])([O-])=O.[K+].[K+].[K+].[K+].[Br-]. Product: [F:36][C:37]1[CH:42]=[CH:41][C:40]([C:19]2[CH:20]=[C:21]([C:24]([F:25])([F:27])[F:26])[CH:22]=[CH:23][C:18]=2[C:14]2[N:15]=[CH:16][N:17]=[C:12]([O:11][C:8]3[CH:9]=[C:10]4[C:5]([CH:4]=[CH:3][CH:2]=[N:1]4)=[CH:6][CH:7]=3)[CH:13]=2)=[CH:39][CH:38]=1. The catalyst class is: 77. (2) Reactant: [C:1]([N:4]1[C:13]2[C:8](=[CH:9][C:10]([C:14]([O:16][CH2:17][CH3:18])=[O:15])=[CH:11][CH:12]=2)[C@H:7]([NH:19]C(OCC2C=CC=CC=2)=O)[C@@H:6]([CH3:30])[C@@H:5]1[CH:31]1[CH2:33][CH2:32]1)(=[O:3])[CH3:2].C(N1C2C(=CC(C(OCC)=O)=CC=2)[C@H](NC(OCC2C=CC=CC=2)=O)[C@H](C)[C@@H]1C1CC1)(=O)C. Product: [C:1]([N:4]1[C:13]2[C:8](=[CH:9][C:10]([C:14]([O:16][CH2:17][CH3:18])=[O:15])=[CH:11][CH:12]=2)[C@H:7]([NH2:19])[C@@H:6]([CH3:30])[C@@H:5]1[CH:31]1[CH2:32][CH2:33]1)(=[O:3])[CH3:2]. The catalyst class is: 29.